Dataset: NCI-60 drug combinations with 297,098 pairs across 59 cell lines. Task: Regression. Given two drug SMILES strings and cell line genomic features, predict the synergy score measuring deviation from expected non-interaction effect. (1) Drug 1: C1=NC2=C(N=C(N=C2N1C3C(C(C(O3)CO)O)F)Cl)N. Drug 2: CC1=C2C(C(=O)C3(C(CC4C(C3C(C(C2(C)C)(CC1OC(=O)C(C(C5=CC=CC=C5)NC(=O)C6=CC=CC=C6)O)O)OC(=O)C7=CC=CC=C7)(CO4)OC(=O)C)O)C)OC(=O)C. Cell line: SN12C. Synergy scores: CSS=39.7, Synergy_ZIP=-2.05, Synergy_Bliss=-0.998, Synergy_Loewe=-7.42, Synergy_HSA=-0.248. (2) Drug 1: CC1CCC2CC(C(=CC=CC=CC(CC(C(=O)C(C(C(=CC(C(=O)CC(OC(=O)C3CCCCN3C(=O)C(=O)C1(O2)O)C(C)CC4CCC(C(C4)OC)OCCO)C)C)O)OC)C)C)C)OC. Drug 2: CC(C)CN1C=NC2=C1C3=CC=CC=C3N=C2N. Cell line: HCT116. Synergy scores: CSS=4.71, Synergy_ZIP=-0.682, Synergy_Bliss=-2.24, Synergy_Loewe=4.23, Synergy_HSA=0.313. (3) Drug 1: CNC(=O)C1=CC=CC=C1SC2=CC3=C(C=C2)C(=NN3)C=CC4=CC=CC=N4. Drug 2: C(CC(=O)O)C(=O)CN.Cl. Synergy scores: CSS=0.681, Synergy_ZIP=-1.70, Synergy_Bliss=-2.83, Synergy_Loewe=-4.27, Synergy_HSA=-3.74. Cell line: UACC-257.